Dataset: Forward reaction prediction with 1.9M reactions from USPTO patents (1976-2016). Task: Predict the product of the given reaction. (1) Given the reactants [C:1]([O:5][C:6]([NH:8][C:9]1[CH:14]=[CH:13][CH:12]=[CH:11][C:10]=1[NH:15][C:16](=[O:24])[C:17]1[CH:22]=[CH:21][C:20](Br)=[CH:19][CH:18]=1)=[O:7])([CH3:4])([CH3:3])[CH3:2].[N:25]1[CH:30]=[CH:29][C:28](B(O)O)=[CH:27][CH:26]=1.C(=O)([O-])O.[Na+], predict the reaction product. The product is: [C:1]([O:5][C:6]([NH:8][C:9]1[CH:14]=[CH:13][CH:12]=[CH:11][C:10]=1[NH:15][C:16](=[O:24])[C:17]1[CH:22]=[CH:21][C:20]([C:28]2[CH:29]=[CH:30][N:25]=[CH:26][CH:27]=2)=[CH:19][CH:18]=1)=[O:7])([CH3:4])([CH3:3])[CH3:2]. (2) The product is: [C:26]([N:21]1[CH2:22][CH2:23][N:18]([C:16]2[CH:17]=[C:12]([N:6]3[C:5]([CH3:25])([CH3:24])[C:4]4[C:8](=[CH:9][CH:10]=[C:2]([Cl:1])[CH:3]=4)[C:7]3=[O:11])[CH:13]=[N:14][CH:15]=2)[CH2:19][CH2:20]1)(=[O:28])[CH3:27]. Given the reactants [Cl:1][C:2]1[CH:3]=[C:4]2[C:8](=[CH:9][CH:10]=1)[C:7](=[O:11])[N:6]([C:12]1[CH:13]=[N:14][CH:15]=[C:16]([N:18]3[CH2:23][CH2:22][NH:21][CH2:20][CH2:19]3)[CH:17]=1)[C:5]2([CH3:25])[CH3:24].[C:26](Cl)(=[O:28])[CH3:27].O, predict the reaction product. (3) Given the reactants [CH3:1][C:2]1[N:6]=[C:5]([C@H:7]([NH:9][C:10]([C:12]2[CH:20]=[C:19]3[C:15]([C:16](C(C)=C)=[N:17][N:18]3[C:21]3[CH:26]=[CH:25][C:24]([CH3:27])=[CH:23][CH:22]=3)=[CH:14][CH:13]=2)=[O:11])[CH3:8])[O:4][N:3]=1.C[N+]1([O-])CC[O:35]CC1.[CH3:39][C:40]([CH3:42])=[O:41], predict the reaction product. The product is: [OH:35][CH2:39][C:40]([C:16]1[C:15]2[C:19](=[CH:20][C:12]([C:10]([NH:9][C@@H:7]([C:5]3[O:4][N:3]=[C:2]([CH3:1])[N:6]=3)[CH3:8])=[O:11])=[CH:13][CH:14]=2)[N:18]([C:21]2[CH:26]=[CH:25][C:24]([CH3:27])=[CH:23][CH:22]=2)[N:17]=1)([OH:41])[CH3:42]. (4) Given the reactants C(OC(=O)[NH:7][C@@H:8]1[C:14](=[O:15])[NH:13][C:12]2[CH:16]=[CH:17][CH:18]=[CH:19][C:11]=2[NH:10][CH2:9]1)(C)(C)C.[CH3:21][Si]([N-][Si](C)(C)C)(C)C.[Li+].CI, predict the reaction product. The product is: [NH2:7][C@@H:8]1[C:14](=[O:15])[N:13]([CH3:21])[C:12]2[CH:16]=[CH:17][CH:18]=[CH:19][C:11]=2[NH:10][CH2:9]1. (5) Given the reactants [CH2:1]([O:3][C:4]1[CH:5]=[C:6]([CH:9]=[CH:10][C:11]=1[O:12][CH2:13][CH3:14])[CH:7]=O)[CH3:2].[C:15]([NH:19][OH:20])([CH3:18])([CH3:17])[CH3:16], predict the reaction product. The product is: [CH2:1]([O:3][C:4]1[CH:5]=[C:6]([CH:7]=[N+:19]([C:15]([CH3:18])([CH3:17])[CH3:16])[O-:20])[CH:9]=[CH:10][C:11]=1[O:12][CH2:13][CH3:14])[CH3:2].